This data is from Full USPTO retrosynthesis dataset with 1.9M reactions from patents (1976-2016). The task is: Predict the reactants needed to synthesize the given product. (1) Given the product [CH:2]([C:3]1[C:4]([C:9]([O:11][CH:12]([CH3:14])[CH3:13])=[O:10])=[N:5][CH:6]=[CH:7][CH:8]=1)=[O:1], predict the reactants needed to synthesize it. The reactants are: [OH:1][CH2:2][C:3]1[C:4]([C:9]([O:11][CH:12]([CH3:14])[CH3:13])=[O:10])=[N:5][CH:6]=[CH:7][CH:8]=1.CC(OI1(OC(C)=O)(OC(C)=O)OC(=O)C2C=CC=CC1=2)=O.S([O-])([O-])(=O)=S.[Na+].[Na+].C(=O)(O)[O-].[Na+]. (2) Given the product [F:29][C:30]1[CH:35]=[CH:34][C:33]([O:36][C:37](=[O:68])[N:38]([C@H:41]2[C@H:45]([C:46]3[CH:47]=[CH:48][C:49]([Cl:52])=[CH:50][CH:51]=3)[CH2:44][NH:43][CH2:42]2)[CH2:39][CH3:40])=[CH:32][CH:31]=1, predict the reactants needed to synthesize it. The reactants are: NC1C(C2C=CC(Cl)=C(Cl)C=2)CN(C(C2CCN(C(C3(C)CC3)=O)CC2)=O)C1.[F:29][C:30]1[CH:35]=[CH:34][C:33]([O:36][C:37](=[O:68])[N:38]([C@H:41]2[C@H:45]([C:46]3[CH:51]=[CH:50][C:49]([Cl:52])=[C:48](Cl)[CH:47]=3)[CH2:44][N:43](C(C3CCN(C(C4(C)CC4)=O)CC3)=O)[CH2:42]2)[CH2:39][CH3:40])=[CH:32][CH:31]=1. (3) Given the product [CH3:1][C:2]1[CH:11]=[C:10]2[C:5]([CH:6]=[CH:7][CH:8]=[N:9]2)=[CH:4][C:3]=1[O:12][S:26]([C:29]([F:32])([F:31])[F:30])(=[O:28])=[O:27], predict the reactants needed to synthesize it. The reactants are: [CH3:1][C:2]1[CH:11]=[C:10]2[C:5]([CH:6]=[CH:7][CH:8]=[N:9]2)=[CH:4][C:3]=1[OH:12].C(=O)([O-])[O-].[K+].[K+].C1C=CC(N([S:26]([C:29]([F:32])([F:31])[F:30])(=[O:28])=[O:27])[S:26]([C:29]([F:32])([F:31])[F:30])(=[O:28])=[O:27])=CC=1.